This data is from Reaction yield outcomes from USPTO patents with 853,638 reactions. The task is: Predict the reaction yield, written as a fraction of the theoretical maximum amount of product (1.0 means a 100% yield; for example, 0.34 means a 34% yield). (1) The reactants are [OH:1][C:2]1[C:3]([N+:13]([O-:15])=[O:14])=[C:4]([CH:8]=[CH:9][C:10]=1[O:11][CH3:12])[C:5]([OH:7])=O.[Cl:16][C:17]1[N:26]=[C:25]([CH3:27])[C:24]([Cl:28])=[C:23]([CH3:29])[C:18]=1/[C:19](=[N:21]/O)/[NH2:20]. The catalyst is CN(C)C(=O)C. The product is [Cl:16][C:17]1[C:18]([C:19]2[N:20]=[C:5]([C:4]3[C:3]([N+:13]([O-:15])=[O:14])=[C:2]([OH:1])[C:10]([O:11][CH3:12])=[CH:9][CH:8]=3)[O:7][N:21]=2)=[C:23]([CH3:29])[C:24]([Cl:28])=[C:25]([CH3:27])[N:26]=1. The yield is 0.180. (2) The yield is 0.750. The catalyst is C(O)C. The product is [N:1]1([CH2:7][CH2:8][NH:9][C:10]([C:12]2[NH:13][C:14]([C:27]3[CH:32]=[CH:31][N:30]=[CH:29][CH:28]=3)=[C:15]([C:17]3[CH:18]=[C:19]4[C:23](=[CH:24][CH:25]=3)[C:22](=[N:33][OH:34])[CH2:21][CH2:20]4)[N:16]=2)=[O:11])[CH2:6][CH2:5][O:4][CH2:3][CH2:2]1. The reactants are [N:1]1([CH2:7][CH2:8][NH:9][C:10]([C:12]2[NH:13][C:14]([C:27]3[CH:32]=[CH:31][N:30]=[CH:29][CH:28]=3)=[C:15]([C:17]3[CH:18]=[C:19]4[C:23](=[CH:24][CH:25]=3)[C:22](=O)[CH2:21][CH2:20]4)[N:16]=2)=[O:11])[CH2:6][CH2:5][O:4][CH2:3][CH2:2]1.[NH2:33][OH:34]. (3) The reactants are [NH2:1][C:2]1[C:7]2[C:8]([Br:11])=[CH:9][S:10][C:6]=2[C:5]([CH2:12][OH:13])=[CH:4][N:3]=1. The catalyst is C1COCC1.O=[Mn]=O. The product is [NH2:1][C:2]1[C:7]2[C:8]([Br:11])=[CH:9][S:10][C:6]=2[C:5]([CH:12]=[O:13])=[CH:4][N:3]=1. The yield is 0.890. (4) The reactants are [CH3:1][C:2]1[CH:7]=[CH:6][N+:5]([O-])=[C:4]([NH:9][C:10](=[O:15])[C:11]([CH3:14])([CH3:13])[CH3:12])[CH:3]=1.CCN(CC)CC.O=P(Cl)(Cl)[Cl:25]. No catalyst specified. The product is [Cl:25][C:6]1[N:5]=[C:4]([NH:9][C:10](=[O:15])[C:11]([CH3:14])([CH3:13])[CH3:12])[CH:3]=[C:2]([CH3:1])[CH:7]=1. The yield is 0.160. (5) The reactants are Br[C:2]1[CH:3]=[C:4]2[C:9](=[CH:10][C:11]=1[O:12][CH3:13])[N:8]=[C:7]([C:14]1[CH:19]=[CH:18][CH:17]=[C:16]([C:20]([F:23])([F:22])[F:21])[CH:15]=1)[C:6]([CH3:24])=[C:5]2[C:25]([O:27][CH3:28])=[O:26].[CH2:29]([S:31]([OH:33])=[O:32])[CH3:30].[Na].IC. The catalyst is CN1CCCC1=O.CS(C)=O.C(Cl)Cl.O.[Cu]I. The product is [CH2:29]([S:31]([C:2]1[CH:3]=[C:4]2[C:9](=[CH:10][C:11]=1[O:12][CH3:13])[N:8]=[C:7]([C:14]1[CH:19]=[CH:18][CH:17]=[C:16]([C:20]([F:23])([F:22])[F:21])[CH:15]=1)[C:6]([CH3:24])=[C:5]2[C:25]([O:27][CH3:28])=[O:26])(=[O:33])=[O:32])[CH3:30]. The yield is 0.760. (6) The reactants are [O-:1][CH2:2][CH3:3].[Na+].C([O:7][C:8]([C:10]1[C:11]([C:23]2[CH:28]=[CH:27][CH:26]=[CH:25][CH:24]=2)=[N:12][N:13]([CH2:15][C:16]2[CH:17]=[N:18][C:19](F)=[CH:20][CH:21]=2)[CH:14]=1)=[O:9])C.[OH-].[Na+].Cl. The catalyst is CCOC(C)=O.[NH4+].[Cl-].O.C(O)C. The product is [CH2:2]([O:1][C:19]1[N:18]=[CH:17][C:16]([CH2:15][N:13]2[CH:14]=[C:10]([C:8]([OH:9])=[O:7])[C:11]([C:23]3[CH:28]=[CH:27][CH:26]=[CH:25][CH:24]=3)=[N:12]2)=[CH:21][CH:20]=1)[CH3:3]. The yield is 0.0900. (7) The reactants are [OH:1][CH:2]([CH2:6][OH:7])[CH2:3][C:4]#[N:5].C([Sn](=O)CCCC)CCC.CCN(CC)CC.[C:25]1([CH3:35])[CH:30]=[CH:29][C:28]([S:31](Cl)(=[O:33])=[O:32])=[CH:27][CH:26]=1. The catalyst is C(Cl)Cl.O. The product is [OH:1][CH:2]([CH2:6][O:7][S:31]([C:28]1[CH:29]=[CH:30][C:25]([CH3:35])=[CH:26][CH:27]=1)(=[O:33])=[O:32])[CH2:3][C:4]#[N:5]. The yield is 0.650.